This data is from Reaction yield outcomes from USPTO patents with 853,638 reactions. The task is: Predict the reaction yield, written as a fraction of the theoretical maximum amount of product (1.0 means a 100% yield; for example, 0.34 means a 34% yield). (1) The reactants are [CH3:1][O:2][C:3]1[C:8]([CH:9]=O)=[C:7]([O:11][CH3:12])[N:6]=[CH:5][N:4]=1.[NH2:13][OH:14].Cl.C([O-])(=O)C.[Na+]. The catalyst is C(OCC)(=O)C.O. The product is [CH3:1][O:2][C:3]1[C:8]([CH:9]=[N:13][OH:14])=[C:7]([O:11][CH3:12])[N:6]=[CH:5][N:4]=1. The yield is 0.918. (2) The reactants are [CH2:1]([N:4]1[C:13](=[O:14])[C:12]2[NH:11][C:10]([C:15]3[N:19]([CH3:20])[N:18]=[C:17]([O:21][CH2:22][C:23]([OH:25])=O)[CH:16]=3)=[N:9][C:8]=2[N:7]([CH2:26][CH:27]=[CH2:28])[C:5]1=[O:6])[CH:2]=[CH2:3].[C:29]1([N:35]2[CH2:40][CH2:39][NH:38][CH2:37][CH2:36]2)[CH:34]=[CH:33][CH:32]=[CH:31][CH:30]=1.CCN=C=NCCCN(C)C.Cl.C1C=CC2N(O)N=NC=2C=1. The catalyst is CN(C)C=O. The product is [CH3:20][N:19]1[NH:18][C:17]([O:21][CH2:22][C:23]([N:38]2[CH2:39][CH2:40][N:35]([C:29]3[CH:34]=[CH:33][CH:32]=[CH:31][CH:30]=3)[CH2:36][CH2:37]2)=[O:25])=[CH:16]/[C:15]/1=[C:10]1\[N:11]=[C:12]2[C:13](=[O:14])[N:4]([CH2:1][CH:2]=[CH2:3])[C:5](=[O:6])[N:7]([CH2:26][CH:27]=[CH2:28])[C:8]2=[N:9]\1. The yield is 0.270. (3) The reactants are [C:1]([O:9][C:10]1[CH:15]=[CH:14][C:13]([OH:16])=[CH:12][CH:11]=1)(=[O:8])[C:2]1[CH:7]=[CH:6][CH:5]=[CH:4][CH:3]=1.[N+:17]([O-])([OH:19])=[O:18]. The catalyst is C(O)(=O)C. The product is [C:1]([O:9][C:10]1[CH:11]=[CH:12][C:13]([OH:16])=[C:14]([N+:17]([O-:19])=[O:18])[CH:15]=1)(=[O:8])[C:2]1[CH:3]=[CH:4][CH:5]=[CH:6][CH:7]=1. The yield is 0.970. (4) The reactants are [CH:1]([O:8]CC)([O:5][CH2:6][CH3:7])OCC.[O:11]=[C:12]1[NH:16][C@H:15](C(O)=O)[CH2:14][CH2:13]1.[C:20](O[C:20]([O:22][C:23]([CH3:26])([CH3:25])[CH3:24])=[O:21])([O:22][C:23]([CH3:26])([CH3:25])[CH3:24])=[O:21]. The catalyst is C(O)C.CN(C)C1C=CN=CC=1.O.C1(C)C=CC(S(O)(=O)=O)=CC=1. The product is [O:11]=[C:12]1[N:16]([C:20]([O:22][C:23]([CH3:26])([CH3:25])[CH3:24])=[O:21])[C@H:15]([C:1]([O:5][CH2:6][CH3:7])=[O:8])[CH2:14][CH2:13]1. The yield is 0.580. (5) The reactants are C(OC(=O)[NH:7][C@H:8]1[CH2:11][C@H:10]([N:12]2[C:16]3=[N:17][CH:18]=[CH:19][CH:20]=[C:15]3[CH:14]=[CH:13]2)[CH2:9]1)(C)(C)C.FC(F)(F)C(O)=O.CO. The yield is 0.392. The product is [N:12]1([C@H:10]2[CH2:9][C@H:8]([NH2:7])[CH2:11]2)[C:16]2=[N:17][CH:18]=[CH:19][CH:20]=[C:15]2[CH:14]=[CH:13]1. The catalyst is C(Cl)Cl.CCOC(C)=O.